Dataset: Reaction yield outcomes from USPTO patents with 853,638 reactions. Task: Predict the reaction yield, written as a fraction of the theoretical maximum amount of product (1.0 means a 100% yield; for example, 0.34 means a 34% yield). The reactants are Br[C:2]1[CH:7]=[CH:6][C:5]([N+:8]([O-:10])=[O:9])=[CH:4][N:3]=1.[C:11]([O:15][C:16]([N:18]1[CH2:23][CH2:22][NH:21][CH2:20][CH2:19]1)=[O:17])([CH3:14])([CH3:13])[CH3:12].C(N(CC)CC)C. The catalyst is C(#N)C. The product is [N+:8]([C:5]1[CH:6]=[CH:7][C:2]([N:21]2[CH2:20][CH2:19][N:18]([C:16]([O:15][C:11]([CH3:14])([CH3:13])[CH3:12])=[O:17])[CH2:23][CH2:22]2)=[N:3][CH:4]=1)([O-:10])=[O:9]. The yield is 0.990.